Task: Predict the reactants needed to synthesize the given product.. Dataset: Full USPTO retrosynthesis dataset with 1.9M reactions from patents (1976-2016) (1) Given the product [CH3:13][C:14]([CH3:19])([CH3:18])[C:15]([NH:1][C:2]1[NH:3][C:4](=[O:12])[C:5]2[NH:10][C:9]([CH3:11])=[CH:8][C:6]=2[N:7]=1)=[O:16], predict the reactants needed to synthesize it. The reactants are: [NH2:1][C:2]1[NH:3][C:4](=[O:12])[C:5]2[NH:10][C:9]([CH3:11])=[CH:8][C:6]=2[N:7]=1.[CH3:13][C:14]([CH3:19])([CH3:18])[C:15](Cl)=[O:16].C(N(CC)CC)C. (2) The reactants are: C[O:2][C:3](=[O:22])[CH2:4][C:5]1[CH:10]=[CH:9][C:8]([O:11][C:12]2[C:13]3[CH2:21][CH2:20][CH2:19][C:14]=3[N:15]=[C:16](Cl)[N:17]=2)=[CH:7][CH:6]=1.[F:23][C:24]1[CH:25]=[C:26](B(O)O)[CH:27]=[CH:28][C:29]=1[O:30][CH3:31].C(=O)([O-])[O-].[K+].[K+].[OH-].[Na+]. Given the product [F:23][C:24]1[CH:25]=[C:26]([C:16]2[N:17]=[C:12]([O:11][C:8]3[CH:9]=[CH:10][C:5]([CH2:4][C:3]([OH:2])=[O:22])=[CH:6][CH:7]=3)[C:13]3[CH2:21][CH2:20][CH2:19][C:14]=3[N:15]=2)[CH:27]=[CH:28][C:29]=1[O:30][CH3:31], predict the reactants needed to synthesize it. (3) Given the product [F:24][C:25]1[CH:33]=[CH:32][C:28]([C:29]([NH:1][C:2]2[C:6]3[CH:7]=[N:8][C:9]4[CH:10]=[C:11]([O:17][CH3:18])[C:12]([O:15][CH3:16])=[CH:13][C:14]=4[C:5]=3[S:4][C:3]=2[C:20]([O:22][CH3:23])=[O:21])=[O:30])=[CH:27][CH:26]=1, predict the reactants needed to synthesize it. The reactants are: [NH2:1][C:2]1[C:6]2[CH:7]=[N:8][C:9]3[CH:10]=[C:11]([O:17][CH3:18])[C:12]([O:15][CH3:16])=[CH:13][C:14]=3[C:5]=2[S:4](=O)[C:3]=1[C:20]([O:22][CH3:23])=[O:21].[F:24][C:25]1[CH:33]=[CH:32][C:28]([C:29](Cl)=[O:30])=[CH:27][CH:26]=1.CCN(CC)CC. (4) The reactants are: [F-].C([N+](CCCC)(CCCC)CCCC)CCC.[N-]=C=O.[CH2:22]([O:29][C:30]1[CH:35]=[C:34](/[CH:36]=[CH:37]/[CH2:38][C:39]2[CH:44]=[CH:43][CH:42]=[CH:41][CH:40]=2)[CH:33]=[CH:32][C:31]=1[N:45]1[S:49](=[O:51])(=[O:50])[N:48](CC[Si](C)(C)C)[C:47](=[O:58])[CH2:46]1)[C:23]1[CH:28]=[CH:27][CH:26]=[CH:25][CH:24]=1. Given the product [CH2:22]([O:29][C:30]1[CH:35]=[C:34](/[CH:36]=[CH:37]/[CH2:38][C:39]2[CH:44]=[CH:43][CH:42]=[CH:41][CH:40]=2)[CH:33]=[CH:32][C:31]=1[N:45]1[S:49](=[O:51])(=[O:50])[NH:48][C:47](=[O:58])[CH2:46]1)[C:23]1[CH:24]=[CH:25][CH:26]=[CH:27][CH:28]=1, predict the reactants needed to synthesize it. (5) Given the product [O:9]1[C:10]([C:22]([OH:18])=[O:16])=[CH:6][N:7]=[C:8]1[C:11]1[O:15][CH:14]=[N:13][CH:12]=1, predict the reactants needed to synthesize it. The reactants are: C(OC([C:6]1[N:7]=[C:8]([C:11]2[O:15][CH:14]=[N:13][CH:12]=2)[O:9][CH:10]=1)=O)C.[OH-:16].[Na+].[O:18]1[CH2:22]CCC1.